Dataset: Catalyst prediction with 721,799 reactions and 888 catalyst types from USPTO. Task: Predict which catalyst facilitates the given reaction. (1) Reactant: [CH3:1][C:2]([C:35]([OH:37])=[O:36])([C:4]1[CH:5]=[CH:6][C:7]([CH:10]([OH:34])[CH2:11][CH2:12][CH2:13][N:14]2[CH2:19][CH2:18][CH:17]([C:20]([OH:33])([C:27]3[CH:28]=[CH:29][CH:30]=[CH:31][CH:32]=3)[C:21]3[CH:22]=[CH:23][CH:24]=[CH:25][CH:26]=3)[CH2:16][CH2:15]2)=[CH:8][CH:9]=1)[CH3:3].[ClH:38]. Product: [CH3:3][C:2]([C:35]([OH:37])=[O:36])([C:4]1[CH:9]=[CH:8][C:7]([CH:10]([OH:34])[CH2:11][CH2:12][CH2:13][N:14]2[CH2:15][CH2:16][CH:17]([C:20]([OH:33])([C:21]3[CH:26]=[CH:25][CH:24]=[CH:23][CH:22]=3)[C:27]3[CH:28]=[CH:29][CH:30]=[CH:31][CH:32]=3)[CH2:18][CH2:19]2)=[CH:6][CH:5]=1)[CH3:1].[ClH:38]. The catalyst class is: 382. (2) Reactant: [F:1][C:2]1[CH:16]=[CH:15][CH:14]=[C:13]([F:17])[C:3]=1[CH2:4][P:5](=[O:12])([O:9]CC)[O:6]CC.Br[Si](C)(C)C.O. Product: [F:1][C:2]1[CH:16]=[CH:15][CH:14]=[C:13]([F:17])[C:3]=1[CH2:4][P:5](=[O:6])([OH:9])[OH:12]. The catalyst class is: 98.